Dataset: Reaction yield outcomes from USPTO patents with 853,638 reactions. Task: Predict the reaction yield, written as a fraction of the theoretical maximum amount of product (1.0 means a 100% yield; for example, 0.34 means a 34% yield). (1) The reactants are C(O[CH2:9][C:10]1[C:11](=[O:25])[NH:12][C:13](=[O:24])[N:14]([CH:23]=1)[C@@H:15]1[O:22][C@H:19]([CH2:20][OH:21])[C@@H:17]([OH:18])[CH2:16]1)C1C=CC=CC=1. The catalyst is [Pd].C(O)C. The product is [C@@H:15]1([N:14]2[CH:23]=[C:10]([CH3:9])[C:11](=[O:25])[NH:12][C:13]2=[O:24])[O:22][C@H:19]([CH2:20][OH:21])[C@@H:17]([OH:18])[CH2:16]1. The yield is 0.880. (2) The reactants are [Si:1]([O:8][CH2:9][C:10]([O:12]CC)=O)([C:4]([CH3:7])([CH3:6])[CH3:5])([CH3:3])[CH3:2].Cl.[CH3:16][NH:17][O:18][CH3:19].C([Mg]Cl)(C)C. The catalyst is C1COCC1. The product is [Si:1]([O:8][CH2:9][C:10]([N:17]([O:18][CH3:19])[CH3:16])=[O:12])([C:4]([CH3:5])([CH3:6])[CH3:7])([CH3:2])[CH3:3]. The yield is 0.905. (3) The reactants are [C:1]([C:4]1[CH:5]=[C:6]([CH:30]=[CH:31][CH:32]=1)/[CH:7]=[C:8]1/[C:9](=[O:29])[C@:10]2([CH2:25][CH2:24][C@H:23]3[C@@H:14]([CH2:15][CH2:16][C:17]4[C:22]3=[CH:21][CH:20]=[C:19]([B:26]([OH:28])[OH:27])[CH:18]=4)[C@@H:12]2[CH2:13]/1)[CH3:11])(=[O:3])[NH2:2].[BH4-].[Na+]. The product is [C:1]([C:4]1[CH:5]=[C:6]([CH:30]=[CH:31][CH:32]=1)/[CH:7]=[C:8]1/[C@H:9]([OH:29])[C@:10]2([CH2:25][CH2:24][C@H:23]3[C@@H:14]([CH2:15][CH2:16][C:17]4[C:22]3=[CH:21][CH:20]=[C:19]([B:26]([OH:27])[OH:28])[CH:18]=4)[C@@H:12]2[CH2:13]/1)[CH3:11])(=[O:3])[NH2:2]. The catalyst is CO. The yield is 0.770. (4) The reactants are [CH2:1]([N:4]1[CH2:7][CH:6]([C:8]2[CH:13]=[CH:12][C:11]([NH2:14])=[CH:10][CH:9]=2)[CH2:5]1)[CH2:2][CH3:3].[F:15][C:16]([F:30])([F:29])[CH2:17][CH2:18][C:19]1[CH:24]=[CH:23][C:22]([S:25](Cl)(=[O:27])=[O:26])=[CH:21][CH:20]=1. The product is [CH2:1]([N:4]1[CH2:5][CH:6]([C:8]2[CH:9]=[CH:10][C:11]([NH:14][S:25]([C:22]3[CH:21]=[CH:20][C:19]([CH2:18][CH2:17][C:16]([F:15])([F:29])[F:30])=[CH:24][CH:23]=3)(=[O:27])=[O:26])=[CH:12][CH:13]=2)[CH2:7]1)[CH2:2][CH3:3]. The yield is 0.110. The catalyst is C(Cl)Cl.N1C=CC=CC=1. (5) The reactants are FC(F)(F)[C:3]([O-:5])=[O:4].[C:8]([C@@H:11]([NH3+:20])[CH2:12][CH2:13][C@H:14]([S:17](C)=[S:18])[CH2:15][NH3+:16])([OH:10])=[O:9].F[C:22](F)(F)C([O-])=O.C(=O)(O)[O-].[Na+].C(=O)([O-])OC1C=CC([N+]([O-])=O)=CC=1[CH2:44][C:45]1[CH:50]=[CH:49][CH:48]=[CH:47][C:46]=1[N:51]=[N+:52]=[N-:53].C(N(CC([O-])=O)CC([O-])=O)CN(CC(O)=O)CC(O)=O.[Na+].[Na+]. The catalyst is O.C(#N)C.O.O.O.O.O.S([O-])([O-])(=O)=O.[Cu+2]. The product is [NH2:20][C@@H:11]([CH2:12][CH2:13][C@H:14]([S:17][S:18][CH3:22])[CH2:15][NH:16][C:3]([O:5][CH2:44][C:45]1[CH:50]=[CH:49][CH:48]=[CH:47][C:46]=1[N:51]=[N+:52]=[N-:53])=[O:4])[C:8]([OH:10])=[O:9]. The yield is 0.150.